The task is: Binary Classification. Given a drug SMILES string, predict its activity (active/inactive) in a high-throughput screening assay against a specified biological target.. This data is from Cav3 T-type calcium channel HTS with 100,875 compounds. (1) The molecule is O=C(N1CCN(CC1)c1nc(N2CCOCC2)nc(n1)NCCOCCOCCOCC#C)C(n1nnc(C(N)CC(C)C)c1)CCCCN. The result is 0 (inactive). (2) The compound is O(C1C(C2C(CN3C(C2)c2[nH]c4c(c2CC3)ccc(OC)c4)CC1O)CO)C. The result is 0 (inactive). (3) The drug is S=c1n(c(n[nH]1)C(c1ccccc1)c1ccccc1)CC. The result is 0 (inactive). (4) The compound is O=C(Nc1c(cc(NC(=O)C2CC2)nc1)C)C12CC3CC(C1)CC(C2)C3. The result is 0 (inactive). (5) The compound is O1C(OCc2ccc(cc2)CO)CC(C(C)(C)C)C=C1C(=O)Nc1ccccc1. The result is 0 (inactive). (6) The drug is s1c(c2NC3(NC(=O)c2c1C)CCCCCC3)C(OCC)=O. The result is 0 (inactive).